Dataset: Reaction yield outcomes from USPTO patents with 853,638 reactions. Task: Predict the reaction yield, written as a fraction of the theoretical maximum amount of product (1.0 means a 100% yield; for example, 0.34 means a 34% yield). The product is [Br:11][C:8]1[CH:9]=[CH:10][C:5]([CH:2]([NH:1][C:13]2[NH:14][C:15](=[O:28])[C:16]3[CH:21]=[N:20][N:19]([CH:22]4[CH2:23][CH2:24][O:25][CH2:26][CH2:27]4)[C:17]=3[N:18]=2)[CH2:3][OH:4])=[CH:6][CH:7]=1. The yield is 0.900. The catalyst is C(O)CCC. The reactants are [NH2:1][CH:2]([C:5]1[CH:10]=[CH:9][C:8]([Br:11])=[CH:7][CH:6]=1)[CH2:3][OH:4].Cl[C:13]1[NH:14][C:15](=[O:28])[C:16]2[CH:21]=[N:20][N:19]([CH:22]3[CH2:27][CH2:26][O:25][CH2:24][CH2:23]3)[C:17]=2[N:18]=1.CCN(C(C)C)C(C)C.